Dataset: Reaction yield outcomes from USPTO patents with 853,638 reactions. Task: Predict the reaction yield, written as a fraction of the theoretical maximum amount of product (1.0 means a 100% yield; for example, 0.34 means a 34% yield). The catalyst is ClCCl.C(OCC)(=O)C. The reactants are [Br:1][C:2]1[CH:3]=[C:4]([NH2:8])[CH:5]=[N:6][CH:7]=1.C(N(C(C)C)CC)(C)C.[CH3:18][O:19][C:20]1[CH:28]=[CH:27][C:23]([C:24](Cl)=[O:25])=[CH:22][CH:21]=1. The yield is 0.800. The product is [Br:1][C:2]1[CH:3]=[C:4]([NH:8][C:24](=[O:25])[C:23]2[CH:27]=[CH:28][C:20]([O:19][CH3:18])=[CH:21][CH:22]=2)[CH:5]=[N:6][CH:7]=1.